From a dataset of Forward reaction prediction with 1.9M reactions from USPTO patents (1976-2016). Predict the product of the given reaction. (1) Given the reactants C(OC(=O)[NH:7][C:8]1[S:9][CH2:10][C@@H:11]2[C@@H:16]([C:17]([F:20])([F:19])[F:18])[O:15][CH2:14][C@:12]2([C:21]2[CH:26]=[C:25]([NH2:27])[CH:24]=[CH:23][C:22]=2[F:28])[N:13]=1)(C)(C)C.[CH3:30][O:31][C:32]1[CH:33]=[CH:34][C:35]([C:38](O)=[O:39])=[N:36][CH:37]=1, predict the reaction product. The product is: [NH2:7][C:8]1[S:9][CH2:10][C@@H:11]2[C@@H:16]([C:17]([F:19])([F:20])[F:18])[O:15][CH2:14][C@:12]2([C:21]2[CH:26]=[C:25]([NH:27][C:38](=[O:39])[C:35]3[CH:34]=[CH:33][C:32]([O:31][CH3:30])=[CH:37][N:36]=3)[CH:24]=[CH:23][C:22]=2[F:28])[N:13]=1. (2) Given the reactants [F:1][C:2]1[CH:3]=[C:4]([CH:16]=[C:17]([F:19])[CH:18]=1)[CH2:5][N:6]1[C:14]2[C:9](=[CH:10][C:11]([NH2:15])=[CH:12][CH:13]=2)[CH:8]=[N:7]1.[Cl:20][C:21]1[C:30]2[C:25](=[CH:26][CH:27]=[C:28]([C:31]3[O:32][C:33]([CH3:36])=[N:34][N:35]=3)[CH:29]=2)[N:24]=[CH:23][N:22]=1, predict the reaction product. The product is: [ClH:20].[F:1][C:2]1[CH:3]=[C:4]([CH:16]=[C:17]([F:19])[CH:18]=1)[CH2:5][N:6]1[C:14]2[C:9](=[CH:10][C:11]([NH:15][C:21]3[C:30]4[C:25](=[CH:26][CH:27]=[C:28]([C:31]5[O:32][C:33]([CH3:36])=[N:34][N:35]=5)[CH:29]=4)[N:24]=[CH:23][N:22]=3)=[CH:12][CH:13]=2)[CH:8]=[N:7]1. (3) Given the reactants [C:1]([O:5][C:6](=[O:25])[N:7]([CH2:15][C:16]1[CH:24]=[CH:23][C:19]2[O:20][CH2:21][O:22][C:18]=2[CH:17]=1)[CH2:8][CH2:9][CH2:10][NH:11][CH2:12][CH2:13][CH3:14])([CH3:4])([CH3:3])[CH3:2].Cl[C:27]1[S:31][N:30]=[C:29]([N:32]2[CH:36]=[CH:35][N:34]=[CH:33]2)[N:28]=1, predict the reaction product. The product is: [C:1]([O:5][C:6](=[O:25])[N:7]([CH2:15][C:16]1[CH:24]=[CH:23][C:19]2[O:20][CH2:21][O:22][C:18]=2[CH:17]=1)[CH2:8][CH2:9][CH2:10][N:11]([C:27]1[S:31][N:30]=[C:29]([N:32]2[CH:36]=[CH:35][N:34]=[CH:33]2)[N:28]=1)[CH2:12][CH2:13][CH3:14])([CH3:2])([CH3:3])[CH3:4]. (4) Given the reactants [NH2:1][C:2]1[N:10]=[CH:9][N:8]=[C:7]2[C:3]=1[N:4]=[CH:5][N:6]2[C@H:11]1[C@@H:15]2[O:16][C:17]([CH3:20])([CH3:19])[O:18][C@@H:14]2[C@@H:13]([CH2:21][N:22]([CH3:39])[CH2:23][CH2:24][C:25]([NH:28]C(=O)OCC2C=CC=CC=2)([CH3:27])[CH3:26])[O:12]1, predict the reaction product. The product is: [NH2:1][C:2]1[N:10]=[CH:9][N:8]=[C:7]2[C:3]=1[N:4]=[CH:5][N:6]2[C@H:11]1[C@@H:15]2[O:16][C:17]([CH3:19])([CH3:20])[O:18][C@@H:14]2[C@@H:13]([CH2:21][N:22]([CH3:39])[CH2:23][CH2:24][C:25]([CH3:27])([NH2:28])[CH3:26])[O:12]1. (5) Given the reactants [F:1][C:2]1([F:22])[C@@H:7]2[C@H:3]1[C@@H:4]([C:18]([O:20]C)=[O:19])[N:5]([S:8]([C:11]1[CH:16]=[CH:15][C:14]([F:17])=[CH:13][CH:12]=1)(=[O:10])=[O:9])[CH2:6]2.O.[OH-].[Li+], predict the reaction product. The product is: [F:22][C:2]1([F:1])[C@H:3]2[C@@H:7]1[CH2:6][N:5]([S:8]([C:11]1[CH:16]=[CH:15][C:14]([F:17])=[CH:13][CH:12]=1)(=[O:10])=[O:9])[C@@H:4]2[C:18]([OH:20])=[O:19].